Dataset: Forward reaction prediction with 1.9M reactions from USPTO patents (1976-2016). Task: Predict the product of the given reaction. Given the reactants [F:1][C:2]1[C:7]([F:8])=[CH:6][CH:5]=[CH:4][C:3]=1[C:9]1[N:17]=[C:12]2[CH:13]=[N:14][NH:15][CH:16]=[C:11]2[N:10]=1.Br[CH2:19][C:20]1[CH:21]=[C:22]([C:40]([F:43])([F:42])[F:41])[C:23]([C:26]2[CH:31]=[CH:30][C:29]([O:32][CH2:33][CH2:34][CH3:35])=[CH:28][C:27]=2[C:36]([F:39])([F:38])[F:37])=[N:24][CH:25]=1, predict the reaction product. The product is: [F:1][C:2]1[C:7]([F:8])=[CH:6][CH:5]=[CH:4][C:3]=1[C:9]1[N:17]=[C:12]2[CH:13]=[N:14][N:15]([CH2:19][C:20]3[CH:25]=[N:24][C:23]([C:26]4[CH:31]=[CH:30][C:29]([O:32][CH2:33][CH2:34][CH3:35])=[CH:28][C:27]=4[C:36]([F:38])([F:39])[F:37])=[C:22]([C:40]([F:43])([F:41])[F:42])[CH:21]=3)[CH:16]=[C:11]2[N:10]=1.